Dataset: Reaction yield outcomes from USPTO patents with 853,638 reactions. Task: Predict the reaction yield, written as a fraction of the theoretical maximum amount of product (1.0 means a 100% yield; for example, 0.34 means a 34% yield). (1) The reactants are [NH2:1][C:2]1[CH:3]=[C:4]([CH:16]=[CH:17][C:18]=1[S:19][C:20]1[CH:25]=[CH:24][C:23]([OH:26])=[CH:22][CH:21]=1)[C:5]([NH:7][CH2:8][C:9]1[CH:14]=[CH:13][CH:12]=[CH:11][C:10]=1[Br:15])=[O:6].C([C:29]1[C:30]([N:35]=[CH:36][N:37]([CH3:39])C)=[N:31][CH:32]=[CH:33][CH:34]=1)#N.C(C1C=CC2C(NC3C=C(C=CC=3SC3C=CC(OC)=CC=3)C(NC3C=CC=C(C(F)(F)F)C=3)=O)=NC=NC=2N=1)(C)C.NC1C=C(C=CC=1SC1C=CC(O)=CC=1)C(NC1C=CC(Br)=CC=1)=O. No catalyst specified. The product is [Br:15][C:10]1[CH:11]=[CH:12][CH:13]=[CH:14][C:9]=1[CH2:8][NH:7][C:5](=[O:6])[C:4]1[CH:16]=[CH:17][C:18]([S:19][C:20]2[CH:21]=[CH:22][C:23]([OH:26])=[CH:24][CH:25]=2)=[C:2]([NH:1][C:39]2[C:29]3[CH:34]=[CH:33][CH:32]=[N:31][C:30]=3[N:35]=[CH:36][N:37]=2)[CH:3]=1. The yield is 0.600. (2) The catalyst is C(Cl)Cl. The product is [Br:16][C:15]1[S:14][C:13]([S:17](=[O:19])(=[O:18])[NH:33][CH2:32][CH2:31][CH2:30][N:29]([CH3:34])[CH3:28])=[CH:12][C:11]=1[C:7]1[S:6][C:5]([NH:4][C:1](=[O:3])[CH3:2])=[N:9][C:8]=1[CH3:10]. The reactants are [C:1]([NH:4][C:5]1[S:6][C:7]([C:11]2[CH:12]=[C:13]([S:17](Cl)(=[O:19])=[O:18])[S:14][C:15]=2[Br:16])=[C:8]([CH3:10])[N:9]=1)(=[O:3])[CH3:2].C(N(CC)CC)C.[CH3:28][N:29]([CH3:34])[CH2:30][CH2:31][CH2:32][NH2:33]. The yield is 0.860. (3) The reactants are O1CCCCC1[N:7]1[C:15]2[C:10](=[CH:11][C:12]([C:16]3[N:20]=[CH:19][N:18](C(C4C=CC=CC=4)(C4C=CC=CC=4)C4C=CC=CC=4)[N:17]=3)=[CH:13][CH:14]=2)[C:9]([C:40]2[CH:41]=[C:42]([CH:47]=[CH:48][CH:49]=2)[C:43](OC)=[O:44])=[N:8]1.O.[OH-].[Li+].[NH2:53][C@H:54]1[C:62]2[C:57](=[CH:58][CH:59]=[CH:60][CH:61]=2)[CH2:56][CH2:55]1.O.ON1C2C=CC=CC=2N=N1.Cl.CN(C)CCCN=C=NCC. The catalyst is O1CCCC1.O1CCCC1.O. The product is [NH:17]1[C:16]([C:12]2[CH:11]=[C:10]3[C:15](=[CH:14][CH:13]=2)[NH:7][N:8]=[C:9]3[C:40]2[CH:41]=[C:42]([C:43]([NH:53][C@H:54]3[C:62]4[C:57](=[CH:58][CH:59]=[CH:60][CH:61]=4)[CH2:56][CH2:55]3)=[O:44])[CH:47]=[CH:48][CH:49]=2)=[N:20][CH:19]=[N:18]1. The yield is 0.630. (4) The reactants are C(Cl)(=O)C(Cl)=O.[NH:7]1[C:15]2[C:10](=[CH:11][C:12]([C:16]([OH:18])=O)=[CH:13][CH:14]=2)[CH:9]=[CH:8]1.Cl.[CH3:20][O:21][C:22]1[CH:23]=[CH:24][C:25]2[CH2:26][C@H:27]3[NH:38][CH2:37][CH2:36][C@@:33]4([C:34]=2[CH:35]=1)[C@H:28]3[CH2:29][CH2:30][CH2:31][CH2:32]4.C(N(CC)CC)C. The catalyst is C1COCC1. The product is [CH3:20][O:21][C:22]1[CH:23]=[CH:24][C:25]2[CH2:26][C@H:27]3[N:38]([C:16]([C:12]4[CH:11]=[C:10]5[C:15](=[CH:14][CH:13]=4)[NH:7][CH:8]=[CH:9]5)=[O:18])[CH2:37][CH2:36][C@@:33]4([C:34]=2[CH:35]=1)[C@H:28]3[CH2:29][CH2:30][CH2:31][CH2:32]4. The yield is 0.280. (5) The reactants are [CH3:1][C:2]1[CH:7]=[CH:6][N:5]=[CH:4][C:3]=1[N:8]1[CH2:12][CH2:11][NH:10][C:9]1=[O:13].Br[C:15]1[CH:16]=[C:17]2[C:22](=[CH:23][CH:24]=1)[N:21]([CH2:25][CH3:26])[C:20](=[O:27])[CH:19]=[C:18]2[CH3:28].N[C@@H]1CCCC[C@H]1N.C(=O)([O-])[O-].[K+].[K+]. The catalyst is [Cu](I)I.O1CCOCC1. The product is [CH2:25]([N:21]1[C:22]2[C:17](=[CH:16][C:15]([N:10]3[CH2:11][CH2:12][N:8]([C:3]4[CH:4]=[N:5][CH:6]=[CH:7][C:2]=4[CH3:1])[C:9]3=[O:13])=[CH:24][CH:23]=2)[C:18]([CH3:28])=[CH:19][C:20]1=[O:27])[CH3:26]. The yield is 0.281. (6) The reactants are [CH:1]1([N:7]([CH:19]2[CH2:24][CH2:23][CH2:22][CH2:21][CH2:20]2)[C:8](=[O:18])[NH:9][C:10]2[S:11][C:12]([C:15]([OH:17])=O)=[CH:13][N:14]=2)[CH2:6][CH2:5][CH2:4][CH2:3][CH2:2]1.N1([C:31](=[O:39])[CH2:32][N:33]2[CH2:38][CH2:37][NH:36][CH2:35][CH2:34]2)CCOCC1.CN(C([O:47]N1N=NC2C=CC=CC1=2)=[N+](C)C)C.F[P-](F)(F)(F)(F)F.CCN([CH:70]([CH3:72])C)C(C)C. The catalyst is CCOC(C)=O.CN(C=O)C. The product is [CH2:70]([O:47][C:31](=[O:39])[CH2:32][N:33]1[CH2:34][CH2:35][N:36]([C:15]([C:12]2[S:11][C:10]([NH:9][C:8]([N:7]([CH:19]3[CH2:20][CH2:21][CH2:22][CH2:23][CH2:24]3)[CH:1]3[CH2:6][CH2:5][CH2:4][CH2:3][CH2:2]3)=[O:18])=[N:14][CH:13]=2)=[O:17])[CH2:37][CH2:38]1)[CH3:72]. The yield is 0.490.